This data is from Full USPTO retrosynthesis dataset with 1.9M reactions from patents (1976-2016). The task is: Predict the reactants needed to synthesize the given product. (1) Given the product [CH3:21][N:16]([C:5]1[CH:4]=[C:3]([CH:1]2[CH2:23][O:2]2)[CH:8]=[C:7]([N:9]([CH3:15])[CH2:10][CH:11]2[CH2:13][CH:12]2[CH3:14])[N:6]=1)[S:17]([CH3:20])(=[O:18])=[O:19], predict the reactants needed to synthesize it. The reactants are: [CH:1]([C:3]1[CH:8]=[C:7]([N:9]([CH3:15])[CH2:10][CH:11]2[CH2:13][CH:12]2[CH3:14])[N:6]=[C:5]([N:16]([CH3:21])[S:17]([CH3:20])(=[O:19])=[O:18])[CH:4]=1)=[O:2].[I-].[CH3:23][S+](C)C.[OH-].[K+]. (2) Given the product [C:12]([C:4]1[CH:3]=[C:2]([B:16]2[O:20][C:19]([CH3:22])([CH3:21])[C:18]([CH3:24])([CH3:23])[O:17]2)[CH:7]=[C:6]([C:8]([CH3:11])([CH3:10])[CH3:9])[CH:5]=1)([CH3:15])([CH3:14])[CH3:13], predict the reactants needed to synthesize it. The reactants are: Br[C:2]1[CH:7]=[C:6]([C:8]([CH3:11])([CH3:10])[CH3:9])[CH:5]=[C:4]([C:12]([CH3:15])([CH3:14])[CH3:13])[CH:3]=1.[B:16]1([B:16]2[O:20][C:19]([CH3:22])([CH3:21])[C:18]([CH3:24])([CH3:23])[O:17]2)[O:20][C:19]([CH3:22])([CH3:21])[C:18]([CH3:24])([CH3:23])[O:17]1.C([O-])(=O)C.[K+].CN(C=O)C. (3) Given the product [NH2:1][C:2]1[N:11]=[C:10]([O:12][CH:13]([CH3:15])[CH3:14])[C:9]2[C:4](=[CH:5][CH:6]=[C:7]([C:24]3[CH:25]=[CH:26][C:21]([NH:20][C:17](=[O:19])[CH3:18])=[CH:22][CH:23]=3)[CH:8]=2)[N:3]=1, predict the reactants needed to synthesize it. The reactants are: [NH2:1][C:2]1[N:11]=[C:10]([O:12][CH:13]([CH3:15])[CH3:14])[C:9]2[C:4](=[CH:5][CH:6]=[C:7](Br)[CH:8]=2)[N:3]=1.[C:17]([NH:20][C:21]1[CH:26]=[CH:25][C:24](B(O)O)=[CH:23][CH:22]=1)(=[O:19])[CH3:18].FC1C=CC(C2C=C3C(=CC=2)N=CN=C3O)=CC=1. (4) Given the product [C:1]([O:5][C:6](=[O:7])[NH:8][CH2:9][CH2:10][CH2:11][N:12]1[C:21]2[CH:20]=[CH:19][C:18]([C:22](=[O:23])[NH:40][CH2:39][CH2:38][N:37]([CH3:62])[CH3:36])=[CH:17][C:16]=2[C:15]2=[N:25][N:26]([CH:29]3[CH2:34][CH2:33][CH2:32][CH2:31][O:30]3)[C:27]([CH3:28])=[C:14]2[C:13]1=[O:35])([CH3:2])([CH3:4])[CH3:3], predict the reactants needed to synthesize it. The reactants are: [C:1]([O:5][C:6]([NH:8][CH2:9][CH2:10][CH2:11][N:12]1[C:21]2[CH:20]=[CH:19][C:18]([C:22](O)=[O:23])=[CH:17][C:16]=2[C:15]2=[N:25][N:26]([CH:29]3[CH2:34][CH2:33][CH2:32][CH2:31][O:30]3)[C:27]([CH3:28])=[C:14]2[C:13]1=[O:35])=[O:7])([CH3:4])([CH3:3])[CH3:2].[CH3:36][N:37]([CH3:62])[CH2:38][CH2:39][NH:40]C(C1C=CC2N(CCCN)C(=O)C3=C(C)NN=C3C=2C=1)=O.CCN(C(C)C)C(C)C.CN(C(ON1N=NC2C=CC=NC1=2)=[N+](C)C)C.F[P-](F)(F)(F)(F)F. (5) Given the product [C:1]1([CH3:14])[CH:6]=[CH:5][C:4]([O:7][CH2:8][C:9]([OH:11])=[O:10])=[CH:3][CH:2]=1, predict the reactants needed to synthesize it. The reactants are: [C:1]1([CH3:14])[CH:6]=[CH:5][C:4]([O:7][CH2:8][C:9]([O:11]CC)=[O:10])=[CH:3][CH:2]=1.[OH-].[Na+]. (6) Given the product [C:1]([O:4][C@@H:5]1[C@@H:18]([O:19][C:20](=[O:22])[CH3:21])[C@H:17]([O:23][C:24](=[O:26])[CH3:25])[CH2:16][S:15][C@H:6]1[O:7][C:8]1[CH:13]=[CH:12][CH:11]=[C:10]([B:33]2[O:37][C:36]([CH3:39])([CH3:38])[C:35]([CH3:41])([CH3:40])[O:34]2)[CH:9]=1)(=[O:3])[CH3:2], predict the reactants needed to synthesize it. The reactants are: [C:1]([O:4][C@@H:5]1[C@@H:18]([O:19][C:20](=[O:22])[CH3:21])[C@H:17]([O:23][C:24](=[O:26])[CH3:25])[CH2:16][S:15][C@H:6]1[O:7][C:8]1[CH:13]=[CH:12][CH:11]=[C:10](Br)[CH:9]=1)(=[O:3])[CH3:2].COCCOC.[B:33]1([B:33]2[O:37][C:36]([CH3:39])([CH3:38])[C:35]([CH3:41])([CH3:40])[O:34]2)[O:37][C:36]([CH3:39])([CH3:38])[C:35]([CH3:41])([CH3:40])[O:34]1.C([O-])(=O)C.[K+]. (7) Given the product [CH3:1][C:2]1[CH:9]=[CH:8][C:7]([C:10]2[CH:15]=[CH:14][CH:13]=[CH:12][CH:11]=2)=[CH:6][C:3]=1[CH:4]=[O:28], predict the reactants needed to synthesize it. The reactants are: [CH3:1][C:2]1[CH:9]=[CH:8][C:7]([C:10]2[CH:15]=[CH:14][CH:13]=[CH:12][CH:11]=2)=[CH:6][C:3]=1[C:4]#N.[H-].C([Al+]CC(C)C)C(C)C.C(OCC)(=[O:28])C.Cl.